Predict the product of the given reaction. From a dataset of Forward reaction prediction with 1.9M reactions from USPTO patents (1976-2016). (1) Given the reactants [Cl:1][C:2]1[CH:3]=[CH:4][C:5]2[N:11]3[C:12]([CH3:16])=[C:13]([CH3:15])[N:14]=[C:10]3[C@@H:9]([CH2:17][CH:18]3OCC[O:19]3)[O:8][C@H:7]([C:23]3[CH:28]=[CH:27][CH:26]=[C:25]([O:29][CH3:30])[C:24]=3[O:31][CH3:32])[C:6]=2[CH:33]=1.Cl(O)(=O)(=O)=O, predict the reaction product. The product is: [Cl:1][C:2]1[CH:3]=[CH:4][C:5]2[N:11]3[C:12]([CH3:16])=[C:13]([CH3:15])[N:14]=[C:10]3[C@@H:9]([CH2:17][CH2:18][OH:19])[O:8][C@H:7]([C:23]3[CH:28]=[CH:27][CH:26]=[C:25]([O:29][CH3:30])[C:24]=3[O:31][CH3:32])[C:6]=2[CH:33]=1. (2) Given the reactants [Cl:1][C:2]1[CH:10]=[C:9]2[C:5]([CH2:6][C:7](=[O:11])[NH:8]2)=[CH:4][CH:3]=1.[F:12][C:13]1[CH:14]=[C:15]([CH:18]=[CH:19][CH:20]=1)[CH:16]=O.N1CCCCC1, predict the reaction product. The product is: [Cl:1][C:2]1[CH:10]=[C:9]2[C:5]([C:6](=[CH:16][C:15]3[CH:18]=[CH:19][CH:20]=[C:13]([F:12])[CH:14]=3)[C:7](=[O:11])[NH:8]2)=[CH:4][CH:3]=1.